Dataset: Forward reaction prediction with 1.9M reactions from USPTO patents (1976-2016). Task: Predict the product of the given reaction. (1) Given the reactants I[C:2]1[N:25]([S:26]([C:29]2[CH:34]=[CH:33][CH:32]=[CH:31][CH:30]=2)(=[O:28])=[O:27])[C:5]2=[N:6][CH:7]=[CH:8][C:9]([C:10]3[CH:11]=[CH:12][C:13]([O:18][CH:19]4[CH2:24][CH2:23][O:22][CH2:21][CH2:20]4)=[C:14]([CH:17]=3)[C:15]#[N:16])=[C:4]2[CH:3]=1.[C:35]([CH:37]1[CH2:42][CH2:41][O:40][CH2:39][CH2:38]1)#[CH:36].C1COCC1, predict the reaction product. The product is: [C:29]1([S:26]([N:25]2[C:5]3=[N:6][CH:7]=[CH:8][C:9]([C:10]4[CH:11]=[CH:12][C:13]([O:18][CH:19]5[CH2:24][CH2:23][O:22][CH2:21][CH2:20]5)=[C:14]([CH:17]=4)[C:15]#[N:16])=[C:4]3[CH:3]=[C:2]2[C:36]#[C:35][CH:37]2[CH2:42][CH2:41][O:40][CH2:39][CH2:38]2)(=[O:28])=[O:27])[CH:34]=[CH:33][CH:32]=[CH:31][CH:30]=1. (2) The product is: [Cl:20][C:6]1[CH:5]=[N:4][CH:3]=[C:2]([Cl:1])[C:7]=1[S:8][C:9]1[S:13][C:12]([C:14]([NH:31][CH2:30][CH2:29][CH:26]2[CH2:25][CH2:24][N:23]([CH2:21][CH3:22])[CH2:28][CH2:27]2)=[O:16])=[CH:11][C:10]=1[N+:17]([O-:19])=[O:18]. Given the reactants [Cl:1][C:2]1[CH:3]=[N:4][CH:5]=[C:6]([Cl:20])[C:7]=1[S:8][C:9]1[S:13][C:12]([C:14]([OH:16])=O)=[CH:11][C:10]=1[N+:17]([O-:19])=[O:18].[CH2:21]([N:23]1[CH2:28][CH2:27][CH:26]([CH2:29][CH2:30][NH2:31])[CH2:25][CH2:24]1)[CH3:22], predict the reaction product. (3) Given the reactants Br[C:2]1[CH:3]=[C:4]2[C:9](=[CH:10][CH:11]=1)[N:8]=[CH:7][N:6]=[CH:5]2.[CH3:12][C:13]1[CH:22]=[CH:21][C:16]([C:17]([O:19][CH3:20])=[O:18])=[CH:15][C:14]=1B1OC(C)(C)C(C)(C)O1.O.C(=O)([O-])[O-].[Na+].[Na+], predict the reaction product. The product is: [CH3:12][C:13]1[CH:22]=[CH:21][C:16]([C:17]([O:19][CH3:20])=[O:18])=[CH:15][C:14]=1[C:2]1[CH:3]=[C:4]2[C:9](=[CH:10][CH:11]=1)[N:8]=[CH:7][N:6]=[CH:5]2. (4) The product is: [CH3:1][CH:2]1[N:7]([C:36]2[N:41]=[C:40]([C:42]3[CH:47]=[CH:46][CH:45]=[CH:44][CH:43]=3)[CH:39]=[CH:38][N:37]=2)[CH2:6][CH2:5][N:4]([C:8]([O:10][CH:11]2[CH:13]3[CH2:16][CH2:17][N:18]([CH2:19][CH2:20]3)[CH2:22][CH2:14]2)=[O:9])[CH2:3]1. Given the reactants [CH3:1][C@H:2]1[NH:7][CH2:6][CH2:5][N:4]([C:8]([O:10][C:11]([CH3:14])([CH3:13])C)=[O:9])[CH2:3]1.C[CH:16]1N[CH2:20][CH2:19][N:18]([C:22](OC(C)(C)C)=O)[CH2:17]1.CC1CNCCN1[C:36]1[N:41]=[C:40]([C:42]2[CH:47]=[CH:46][CH:45]=[CH:44][CH:43]=2)[CH:39]=[CH:38][N:37]=1, predict the reaction product. (5) Given the reactants [CH3:1][O:2][C:3]1[CH:4]=[C:5]([C:13]2[N:17]=[CH:16][N:15](/[CH:18]=[CH:19]\[C:20]([NH:22][NH2:23])=[O:21])[N:14]=2)[CH:6]=[C:7]([C:9]([F:12])([F:11])[F:10])[CH:8]=1.[CH3:24]OC(OC)OC.CS(O)(=O)=O.CCOC(C)=O.CCCCCC, predict the reaction product. The product is: [CH3:1][O:2][C:3]1[CH:4]=[C:5]([C:13]2[N:17]=[CH:16][N:15](/[CH:18]=[CH:19]\[C:20]3[O:21][CH:24]=[N:23][N:22]=3)[N:14]=2)[CH:6]=[C:7]([C:9]([F:11])([F:12])[F:10])[CH:8]=1. (6) Given the reactants [Cl:1][C:2]1[C:3]([F:12])=[CH:4][C:5]([F:11])=[C:6]([CH:10]=1)[C:7]([OH:9])=O.C(N1C=CN=C1)(N1C=CN=C1)=O.[CH:25]1([S:28]([NH2:31])(=[O:30])=[O:29])[CH2:27][CH2:26]1, predict the reaction product. The product is: [Cl:1][C:2]1[C:3]([F:12])=[CH:4][C:5]([F:11])=[C:6]([CH:10]=1)[C:7]([NH:31][S:28]([CH:25]1[CH2:27][CH2:26]1)(=[O:30])=[O:29])=[O:9]. (7) Given the reactants [CH2:1]([N:8]1[CH2:13][CH2:12][N:11]([CH2:14][CH2:15][NH:16][C:17]2[CH:26]=[CH:25][C:24]3[C:19](=[CH:20][CH:21]=[N:22][C:23]=3[CH3:27])[N:18]=2)[CH2:10][CH2:9]1)C1C=CC=CC=1.[C:28]1([CH2:34][CH2:35]C=O)[CH:33]=[CH:32][CH:31]=[CH:30][CH:29]=1, predict the reaction product. The product is: [CH3:27][C:23]1[N:22]=[CH:21][CH:20]=[C:19]2[C:24]=1[CH:25]=[CH:26][C:17]([NH:16][CH2:15][CH2:14][N:11]1[CH2:12][CH2:13][N:8]([CH2:1][CH2:35][CH2:34][C:28]3[CH:33]=[CH:32][CH:31]=[CH:30][CH:29]=3)[CH2:9][CH2:10]1)=[N:18]2. (8) Given the reactants [OH:1][CH2:2][C:3]1([C:11]([O:13][CH:14]([CH3:16])[CH3:15])=[O:12])[CH2:6][C:5]([O:9][CH3:10])([O:7][CH3:8])[CH2:4]1.C(O)(=O)C.C(O)(=O)C.I(C1C=CC=CC=1)=O.CC1(C)N([O])C(C)(C)CCC1, predict the reaction product. The product is: [CH:2]([C:3]1([C:11]([O:13][CH:14]([CH3:16])[CH3:15])=[O:12])[CH2:6][C:5]([O:7][CH3:8])([O:9][CH3:10])[CH2:4]1)=[O:1]. (9) Given the reactants [Cl:1][C:2]1[CH:28]=[C:27]([F:29])[C:26]([F:30])=[CH:25][C:3]=1[C:4]([NH:6][C:7](=[O:24])[NH:8][C:9]1[CH:14]=[C:13]([N+:15]([O-])=O)[CH:12]=[CH:11][C:10]=1[CH:18]=[CH:19][C:20]([O:22][CH3:23])=[O:21])=[O:5].C(=O)([O-])O.[Na+], predict the reaction product. The product is: [NH2:15][C:13]1[CH:12]=[CH:11][C:10]([CH:18]=[CH:19][C:20]([O:22][CH3:23])=[O:21])=[C:9]([NH:8][C:7]([NH:6][C:4](=[O:5])[C:3]2[CH:25]=[C:26]([F:30])[C:27]([F:29])=[CH:28][C:2]=2[Cl:1])=[O:24])[CH:14]=1. (10) Given the reactants [CH2:1]([O:3][C:4](=[O:17])[CH:5]([Br:16])[C:6]1[CH:11]=[CH:10][C:9]([S:12](Cl)(=[O:14])=[O:13])=[CH:8][CH:7]=1)[CH3:2].[NH:18]1[CH2:23][CH2:22][CH2:21][CH2:20][CH2:19]1, predict the reaction product. The product is: [CH2:1]([O:3][C:4](=[O:17])[CH:5]([Br:16])[C:6]1[CH:11]=[CH:10][C:9]([S:12]([N:18]2[CH2:23][CH2:22][CH2:21][CH2:20][CH2:19]2)(=[O:14])=[O:13])=[CH:8][CH:7]=1)[CH3:2].